From a dataset of Full USPTO retrosynthesis dataset with 1.9M reactions from patents (1976-2016). Predict the reactants needed to synthesize the given product. Given the product [NH2:17][C:3]1[CH:4]=[C:5]([CH2:8][CH2:9][C:10]([O:12][C:13]([CH3:16])([CH3:15])[CH3:14])=[O:11])[CH:6]=[CH:7][C:2]=1[Cl:1], predict the reactants needed to synthesize it. The reactants are: [Cl:1][C:2]1[CH:7]=[CH:6][C:5](/[CH:8]=[CH:9]/[C:10]([O:12][C:13]([CH3:16])([CH3:15])[CH3:14])=[O:11])=[CH:4][C:3]=1[N+:17]([O-])=O.